From a dataset of Full USPTO retrosynthesis dataset with 1.9M reactions from patents (1976-2016). Predict the reactants needed to synthesize the given product. (1) Given the product [CH2:1]([NH:8][C:9]1[C:14]([C:15]([C:17]2[C:25]3[C:20](=[CH:21][C:22]([Cl:26])=[CH:23][CH:24]=3)[N:19]([CH3:29])[CH:18]=2)=[O:16])=[CH:13][CH:12]=[CH:11][N:10]=1)[C:2]1[CH:7]=[CH:6][CH:5]=[CH:4][CH:3]=1, predict the reactants needed to synthesize it. The reactants are: [CH2:1]([NH:8][C:9]1[C:14]([C:15]([C:17]2[C:25]3[C:20](=[CH:21][C:22]([Cl:26])=[CH:23][CH:24]=3)[NH:19][CH:18]=2)=[O:16])=[CH:13][CH:12]=[CH:11][N:10]=1)[C:2]1[CH:7]=[CH:6][CH:5]=[CH:4][CH:3]=1.[H-].[Na+].[CH3:29]I. (2) Given the product [CH3:1][O:2][CH:3]([O:6][CH3:7])[CH2:4][NH:5][C:17](=[O:18])[C:16]1[CH:20]=[CH:21][C:22]([N+:23]([O-:25])=[O:24])=[C:14]([F:13])[CH:15]=1, predict the reactants needed to synthesize it. The reactants are: [CH3:1][O:2][CH:3]([O:6][CH3:7])[CH2:4][NH2:5].C(=O)(O)[O-].[Na+].[F:13][C:14]1[CH:15]=[C:16]([CH:20]=[CH:21][C:22]=1[N+:23]([O-:25])=[O:24])[C:17](Cl)=[O:18]. (3) Given the product [Si:1]([O:8][C@@H:9]1[C@@:28]2([CH3:29])[C:13](=[CH:14][CH:15]=[C:16]3[C@@H:27]2[CH2:26][CH2:25][C@@:24]2([CH3:30])[C@H:17]3[CH2:18][CH:19]=[C:20]2[C@H:21]([O:23][CH2:42][CH2:43][C:44]([OH:47])([CH3:46])[CH3:45])[CH3:22])[CH2:12][C@@H:11]([O:31][Si:32]([C:35]([CH3:37])([CH3:36])[CH3:38])([CH3:33])[CH3:34])[CH2:10]1)([C:4]([CH3:7])([CH3:6])[CH3:5])([CH3:3])[CH3:2], predict the reactants needed to synthesize it. The reactants are: [Si:1]([O:8][C@@H:9]1[C@@:28]2([CH3:29])[C:13](=[CH:14][CH:15]=[C:16]3[C@@H:27]2[CH2:26][CH2:25][C@@:24]2([CH3:30])[C@H:17]3[CH2:18][CH:19]=[C:20]2[C@H:21]([OH:23])[CH3:22])[CH2:12][C@@H:11]([O:31][Si:32]([C:35]([CH3:38])([CH3:37])[CH3:36])([CH3:34])[CH3:33])[CH2:10]1)([C:4]([CH3:7])([CH3:6])[CH3:5])([CH3:3])[CH3:2].[H-].[Na+].Br[CH2:42][CH:43]1[O:47][C:44]1([CH3:46])[CH3:45].C([BH-](C(CC)C)C(CC)C)(CC)C.[Li+].[OH-].[Na+].OO. (4) Given the product [F:8][C:9]1[C:10]([CH3:28])=[N:11][C:12]2[C:17]([N:18]=1)=[C:16]([C:30]1[NH:34][C:33]3[C@@H:35]([CH3:39])[NH:36][C:37](=[O:38])[C:32]=3[CH:31]=1)[CH:15]=[CH:14][CH:13]=2, predict the reactants needed to synthesize it. The reactants are: OP([O-])([O-])=O.[K+].[K+].[F:8][C:9]1[C:10]([CH3:28])=[N:11][C:12]2[C:17]([N:18]=1)=[C:16](B1OC(C)(C)C(C)(C)O1)[CH:15]=[CH:14][CH:13]=2.Br[C:30]1[NH:34][C:33]2[C@@H:35]([CH3:39])[NH:36][C:37](=[O:38])[C:32]=2[CH:31]=1.